This data is from M1 muscarinic receptor antagonist screen with 61,756 compounds. The task is: Binary Classification. Given a drug SMILES string, predict its activity (active/inactive) in a high-throughput screening assay against a specified biological target. (1) The compound is Clc1cc(Nc2nc(nc(n2)N)CN2CCN(CC2)C(=O)c2occc2)ccc1C. The result is 0 (inactive). (2) The drug is S(CCNC(=O)C(CO)(CO)CO)c1ccc(cc1)C. The result is 0 (inactive).